From a dataset of B-cell epitopes from IEDB database with 3,159 antigens for binding position prediction. Token-level Classification. Given an antigen amino acid sequence, predict which amino acid positions are active epitope sites capable of antibody binding. Output is a list of indices for active positions. Given the antigen sequence: MGRLTSGVGTAALLVVAVGLRVVCAKYALADPSLKMADPNRFRGKNLPVLDQLTDPPGVKRVYHIQPSLEDPFQPPSIPITVYYAVLERACRSVLLHAPSEAPQIVRGASDEARKHTYNLTIAWYRMGDNCAIPITVMEYTECPYNKSLGVCPIRTQPRWSYYDSFSAVSEDNLGFLIHAPAFETAGTYLRLVKINDWTEITQFILEHRARASCKYALPLRIPPAACLTSKAYQQGVTVDSIGMLPRFIPENQRTVALYSLKIAGWHGPKPPYTSTLLPPELSDTTNATQPELVPEDPEDSALLEDPAGTVSSQIPPNWHIPSIQDVAPHHAPAAPSNPGLIIGALAGSTLAVLVIGGIAFWVRRRAQMAPKRLRLPHIRDDDAPPSHQPLFY, which amino acid positions are active epitope sites? The epitope positions are: [30, 31, 32, 33, 34, 35, 36, 37, 38, 39, 40, 41, 42]. The amino acids at these positions are: DPSLKMADPNRFR.